Dataset: Full USPTO retrosynthesis dataset with 1.9M reactions from patents (1976-2016). Task: Predict the reactants needed to synthesize the given product. Given the product [C:10]([NH:9][C:3]1[CH:4]=[CH:5][C:6]([O:8][CH2:29][C:26]([OH:27])([CH3:28])[C:24]([NH:23][C:16]2[CH:17]=[CH:18][C:19]([N+:20]([O-:22])=[O:21])=[C:14]([CH3:13])[CH:15]=2)=[O:25])=[CH:7][C:2]=1[F:1])(=[O:12])[CH3:11], predict the reactants needed to synthesize it. The reactants are: [F:1][C:2]1[CH:7]=[C:6]([OH:8])[CH:5]=[CH:4][C:3]=1[NH:9][C:10](=[O:12])[CH3:11].[CH3:13][C:14]1[CH:15]=[C:16]([NH:23][C:24]([C:26]2([CH3:29])[CH2:28][O:27]2)=[O:25])[CH:17]=[CH:18][C:19]=1[N+:20]([O-:22])=[O:21].